Dataset: Forward reaction prediction with 1.9M reactions from USPTO patents (1976-2016). Task: Predict the product of the given reaction. (1) Given the reactants [CH3:1][C:2]1[C:3]([CH2:11][C:12]([NH2:14])=O)=[C:4]2[N:9]([CH:10]=1)[CH:8]=[CH:7][CH:6]=[CH:5]2.CSC.C(OCC)(=O)C, predict the reaction product. The product is: [CH3:1][C:2]1[C:3]([CH2:11][CH2:12][NH2:14])=[C:4]2[N:9]([CH:10]=1)[CH:8]=[CH:7][CH:6]=[CH:5]2. (2) Given the reactants [Cl:1][C:2]1[CH:7]=[CH:6][C:5]([C:8]2([CH:11]=[N:12][OH:13])[CH2:10][CH2:9]2)=[CH:4][CH:3]=1.ClN1C(=O)CCC1=O.C(N(CC)CC)C.[CH2:29]=[C:30]1[CH2:34][N:33]([C:35]([O:37][C:38]([CH3:41])([CH3:40])[CH3:39])=[O:36])[C@H:32]([C:42]([O:44][CH3:45])=[O:43])[CH2:31]1, predict the reaction product. The product is: [Cl:1][C:2]1[CH:3]=[CH:4][C:5]([C:8]2([C:11]3[CH2:29][C:30]4([CH2:31][C@@H:32]([C:42]([O:44][CH3:45])=[O:43])[N:33]([C:35]([O:37][C:38]([CH3:39])([CH3:41])[CH3:40])=[O:36])[CH2:34]4)[O:13][N:12]=3)[CH2:9][CH2:10]2)=[CH:6][CH:7]=1. (3) Given the reactants [Cl:1][C:2]1[CH:3]=[CH:4][C:5]([CH3:11])=[C:6](B(O)O)[CH:7]=1.Cl[C:13]1[N:18]=[C:17]([NH2:19])[N:16]=[C:15]([NH:20][CH2:21][CH2:22][C:23]2[CH:28]=[CH:27][C:26]([Cl:29])=[CH:25][CH:24]=2)[CH:14]=1, predict the reaction product. The product is: [Cl:1][C:2]1[CH:3]=[CH:4][C:5]([CH3:11])=[C:6]([C:13]2[N:18]=[C:17]([NH2:19])[N:16]=[C:15]([NH:20][CH2:21][CH2:22][C:23]3[CH:24]=[CH:25][C:26]([Cl:29])=[CH:27][CH:28]=3)[CH:14]=2)[CH:7]=1. (4) Given the reactants [CH3:1][O:2][C:3]1[CH:4]=[C:5](/[C:11](=[CH:14]/[C:15]2[CH:20]=[CH:19][C:18]([OH:21])=[CH:17][CH:16]=2)/[C:12]#[N:13])[CH:6]=[CH:7][C:8]=1[O:9][CH3:10].[N:22]1([CH:28]2[CH2:33][CH2:32][N:31]([C:34](Cl)=[O:35])[CH2:30][CH2:29]2)[CH2:27][CH2:26][CH2:25][CH2:24][CH2:23]1.O, predict the reaction product. The product is: [N:22]1([CH:28]2[CH2:33][CH2:32][N:31]([C:34]([O:21][C:18]3[CH:17]=[CH:16][C:15](/[CH:14]=[C:11](\[C:12]#[N:13])/[C:5]4[CH:6]=[CH:7][C:8]([O:9][CH3:10])=[C:3]([O:2][CH3:1])[CH:4]=4)=[CH:20][CH:19]=3)=[O:35])[CH2:30][CH2:29]2)[CH2:27][CH2:26][CH2:25][CH2:24][CH2:23]1.